This data is from Plasma protein binding rate (PPBR) regression data from AstraZeneca. The task is: Regression/Classification. Given a drug SMILES string, predict its absorption, distribution, metabolism, or excretion properties. Task type varies by dataset: regression for continuous measurements (e.g., permeability, clearance, half-life) or binary classification for categorical outcomes (e.g., BBB penetration, CYP inhibition). For this dataset (ppbr_az), we predict Y. (1) The compound is CN[C@@H](C)C(=O)N[C@H](C(=O)N[C@H]1CCCN(CCCc2ccccc2)C1)C1CCCCC1. The Y is 66.6 %. (2) The compound is CC1(C)[C@@H]2CC[C@@]1(CS(=O)(=O)N1CCN(c3ccc(C(F)(F)F)cn3)CC1)C(=O)C2. The Y is 99.1 %. (3) The drug is O=C(NCc1ccc(OC(F)(F)F)cc1)C1c2ccccc2C(=O)N1C[C@@H]1CCCO1. The Y is 96.4 %. (4) The drug is COc1ccc(N(C(=O)c2ccccc2)C(C(=O)NC2CCCC2)c2ccccc2F)c(OC)c1. The Y is 99.7 %. (5) The drug is O=C(CCS(=O)(=O)c1ccc(Br)cc1)NCc1ccc(F)cc1. The Y is 95.7 %.